Dataset: Blood-brain barrier penetration binary classification data from Martins et al.. Task: Regression/Classification. Given a drug SMILES string, predict its absorption, distribution, metabolism, or excretion properties. Task type varies by dataset: regression for continuous measurements (e.g., permeability, clearance, half-life) or binary classification for categorical outcomes (e.g., BBB penetration, CYP inhibition). Dataset: bbb_martins. (1) The compound is Cc1c[nH+][o+]c(C([NH])CC(C)C(C)(C)N(C(C)(C)C)C(C)(N)N)c1[O-]. The result is 1 (penetrates BBB). (2) The drug is OC(CCCN1CCc2c(c3cc(F)ccc3n2-c2ccc(F)cc2)C1)c1ccc(F)cc1. The result is 1 (penetrates BBB). (3) The drug is O=C1NC(=O)C(c2ccccc2)(c2ccccc2)N1. The result is 1 (penetrates BBB). (4) The compound is C=CCC1(C(C)CCC)C(=O)NC(=O)NC1=O. The result is 1 (penetrates BBB). (5) The result is 1 (penetrates BBB). The molecule is O=C(CCCN1CCN(c2ccccn2)CC1)c1ccc(F)cc1. (6) The compound is OC1(c2ccc(Cl)c(C(F)(F)F)c2)CCN(CCCC(c2ccc(F)cc2)c2ccc(F)cc2)CC1. The result is 1 (penetrates BBB). (7) The molecule is COc1cc2c(c(OC)c1OC)-c1ccc(OC)c(=O)cc1[C@@H](NC(C)=O)CC2. The result is 0 (does not penetrate BBB). (8) The compound is OCCN1CCCN(CCCN2c3ccccc3Sc3ccc(C(F)(F)F)cc32)CC1. The result is 1 (penetrates BBB). (9) The drug is Cc1ccsc1C(=CCCN1CCC[C@@H](C(=O)O)C1)c1sccc1C. The result is 1 (penetrates BBB). (10) The molecule is O=C(OCCN1CCCCC1)C(O)(c1ccccc1)c1ccccc1. The result is 1 (penetrates BBB).